Dataset: Full USPTO retrosynthesis dataset with 1.9M reactions from patents (1976-2016). Task: Predict the reactants needed to synthesize the given product. Given the product [CH3:1][O:2][C:3]1[CH:8]=[CH:7][N:6]=[C:5]([C:14]#[N:15])[CH:4]=1, predict the reactants needed to synthesize it. The reactants are: [CH3:1][O:2][C:3]1[CH:8]=[CH:7][N+:6]([O-])=[CH:5][CH:4]=1.[Si]([C:14]#[N:15])(C)(C)C.CN(C)C(Cl)=O.C([O-])([O-])=O.[K+].[K+].